From a dataset of Full USPTO retrosynthesis dataset with 1.9M reactions from patents (1976-2016). Predict the reactants needed to synthesize the given product. (1) Given the product [Cl:11][C:10]1[CH:9]=[CH:8][CH:7]=[C:3]2[C:2]=1[N:1]=[C:17]1[N:16]([CH2:15][CH2:14][CH2:13][O:18]1)[C:4]2=[O:6], predict the reactants needed to synthesize it. The reactants are: [NH2:1][C:2]1[C:10]([Cl:11])=[CH:9][CH:8]=[CH:7][C:3]=1[C:4]([OH:6])=O.Cl[CH2:13][CH2:14][CH2:15][N:16]=[C:17]=[O:18]. (2) Given the product [F:27][C:24]1[CH:23]=[CH:22][C:21]([C:9]2([CH3:20])[C:8]([C:6]([NH2:36])=[O:5])=[C:13]([CH3:14])[NH:12][C:11]([C:15]3[S:16][CH:17]=[CH:18][N:19]=3)=[N:10]2)=[CH:26][CH:25]=1, predict the reactants needed to synthesize it. The reactants are: C([O:5][C:6]([C:8]1[C:9]([C:21]2[CH:26]=[CH:25][C:24]([F:27])=[CH:23][CH:22]=2)([CH3:20])[N:10]=[C:11]([C:15]2[S:16][CH:17]=[CH:18][N:19]=2)[NH:12][C:13]=1[CH3:14])=O)(C)(C)C.C(O)(C(F)(F)F)=O.C[N:36](C(ON1N=NC2C=CC=NC1=2)=[N+](C)C)C.F[P-](F)(F)(F)(F)F.N. (3) Given the product [CH3:1][O:2][C:3]([C:5]1[S:6][C:7]2[CH:8]([NH:20][C:42](=[O:44])[CH3:43])[CH2:9][O:10][C:11]3[CH:18]=[CH:17][C:16]([Br:19])=[CH:15][C:12]=3[C:13]=2[N:14]=1)=[O:4], predict the reactants needed to synthesize it. The reactants are: [CH3:1][O:2][C:3]([C:5]1[S:6][C:7]2[CH:8]([N:20]=[N+]=[N-])[CH2:9][O:10][C:11]3[CH:18]=[CH:17][C:16]([Br:19])=[CH:15][C:12]=3[C:13]=2[N:14]=1)=[O:4].C1C=CC(P(C2C=CC=CC=2)C2C=CC=CC=2)=CC=1.[C:42](Cl)(=[O:44])[CH3:43]. (4) Given the product [CH2:14]([N:16]1[C:25]2[CH:24]=[CH:23][C:22]([CH:26]([CH3:28])[CH3:27])=[CH:21][C:20]=2[C:19](=[O:29])[C:18]2[C:30]([OH:37])([C:1]3[CH:6]=[CH:5][CH:4]=[CH:3][CH:2]=3)[C:31]3[C:36]([C:17]1=2)=[CH:35][CH:34]=[CH:33][CH:32]=3)[CH3:15], predict the reactants needed to synthesize it. The reactants are: [C:1]1([Mg]Br)[CH:6]=[CH:5][CH:4]=[CH:3][CH:2]=1.C1COCC1.[CH2:14]([N:16]1[C:25]2[CH:24]=[CH:23][C:22]([CH:26]([CH3:28])[CH3:27])=[CH:21][C:20]=2[C:19](=[O:29])[C:18]2[C:30](=[O:37])[C:31]3[C:36]([C:17]1=2)=[CH:35][CH:34]=[CH:33][CH:32]=3)[CH3:15].Cl. (5) Given the product [Cl:9][C:10]1[CH:15]=[CH:14][CH:13]=[CH:12][C:11]=1[C:4]1[N:3]=[C:2]([NH2:1])[CH:7]=[CH:6][CH:5]=1, predict the reactants needed to synthesize it. The reactants are: [NH2:1][C:2]1[CH:7]=[CH:6][CH:5]=[C:4](Br)[N:3]=1.[Cl:9][C:10]1[CH:15]=[CH:14][CH:13]=[CH:12][C:11]=1B(O)O.C(=O)([O-])[O-].[Na+].[Na+]. (6) Given the product [C:16]1([NH:22][C:23]([NH:11][C:9]2[S:10][C:6]3[CH:5]=[C:4]([O:3][C:2]([F:1])([F:14])[F:15])[CH:13]=[CH:12][C:7]=3[N:8]=2)=[S:24])[CH:21]=[CH:20][CH:19]=[CH:18][CH:17]=1, predict the reactants needed to synthesize it. The reactants are: [F:1][C:2]([F:15])([F:14])[O:3][C:4]1[CH:13]=[CH:12][C:7]2[N:8]=[C:9]([NH2:11])[S:10][C:6]=2[CH:5]=1.[C:16]1([N:22]=[C:23]=[S:24])[CH:21]=[CH:20][CH:19]=[CH:18][CH:17]=1. (7) Given the product [Br:16][CH2:1][C:2]1[O:3][C:4](=[O:8])[O:5][C:6]=1[CH3:7], predict the reactants needed to synthesize it. The reactants are: [CH3:1][C:2]1[O:3][C:4](=[O:8])[O:5][C:6]=1[CH3:7].C1C(=O)N([Br:16])C(=O)C1.